Dataset: TCR-epitope binding with 47,182 pairs between 192 epitopes and 23,139 TCRs. Task: Binary Classification. Given a T-cell receptor sequence (or CDR3 region) and an epitope sequence, predict whether binding occurs between them. (1) The epitope is SLYNTVATL. The TCR CDR3 sequence is CASSLGRDRGFKETQYF. Result: 0 (the TCR does not bind to the epitope). (2) The epitope is SEPVLKGVKL. The TCR CDR3 sequence is CASSQEEAQGGVTEAFF. Result: 1 (the TCR binds to the epitope). (3) The epitope is IPIQASLPF. The TCR CDR3 sequence is CASSHWRGTDTQYF. Result: 0 (the TCR does not bind to the epitope). (4) The epitope is IVDTVSALV. The TCR CDR3 sequence is CASSLLIAGGDEQFF. Result: 0 (the TCR does not bind to the epitope).